Dataset: Merck oncology drug combination screen with 23,052 pairs across 39 cell lines. Task: Regression. Given two drug SMILES strings and cell line genomic features, predict the synergy score measuring deviation from expected non-interaction effect. (1) Drug 1: Nc1ccn(C2OC(CO)C(O)C2(F)F)c(=O)n1. Drug 2: O=C(NOCC(O)CO)c1ccc(F)c(F)c1Nc1ccc(I)cc1F. Cell line: KPL1. Synergy scores: synergy=13.5. (2) Drug 1: O=P1(N(CCCl)CCCl)NCCCO1. Drug 2: O=C(O)C1(Cc2cccc(Nc3nccs3)n2)CCC(Oc2cccc(Cl)c2F)CC1. Cell line: RPMI7951. Synergy scores: synergy=3.30. (3) Drug 1: CN1C(=O)C=CC2(C)C3CCC4(C)C(NC(=O)OCC(F)(F)F)CCC4C3CCC12. Drug 2: C=CCn1c(=O)c2cnc(Nc3ccc(N4CCN(C)CC4)cc3)nc2n1-c1cccc(C(C)(C)O)n1. Cell line: SW837. Synergy scores: synergy=-4.14. (4) Drug 1: CCC1(O)CC2CN(CCc3c([nH]c4ccccc34)C(C(=O)OC)(c3cc4c(cc3OC)N(C)C3C(O)(C(=O)OC)C(OC(C)=O)C5(CC)C=CCN6CCC43C65)C2)C1. Drug 2: COC1=C2CC(C)CC(OC)C(O)C(C)C=C(C)C(OC(N)=O)C(OC)C=CC=C(C)C(=O)NC(=CC1=O)C2=O. Cell line: MDAMB436. Synergy scores: synergy=-3.67.